From a dataset of Reaction yield outcomes from USPTO patents with 853,638 reactions. Predict the reaction yield, written as a fraction of the theoretical maximum amount of product (1.0 means a 100% yield; for example, 0.34 means a 34% yield). (1) The reactants are [F:1][C:2]1([F:39])[O:6][C:5]2[CH:7]=[CH:8][C:9]([C:11]3([C:14]([NH:16][C:17]4[CH:22]=[CH:21][C:20]([CH3:23])=[C:19]([C:24]5[CH:29]=[CH:28][C:27]([O:30][CH2:31][C@@H:32]6[CH2:36][O:35]C(C)(C)[O:33]6)=[CH:26][CH:25]=5)[N:18]=4)=[O:15])[CH2:13][CH2:12]3)=[CH:10][C:4]=2[O:3]1.CC1C=CC(S(O)(=O)=O)=CC=1. The catalyst is CO.O. The product is [F:39][C:2]1([F:1])[O:6][C:5]2[CH:7]=[CH:8][C:9]([C:11]3([C:14]([NH:16][C:17]4[CH:22]=[CH:21][C:20]([CH3:23])=[C:19]([C:24]5[CH:29]=[CH:28][C:27]([O:30][CH2:31][C@@H:32]([OH:33])[CH2:36][OH:35])=[CH:26][CH:25]=5)[N:18]=4)=[O:15])[CH2:13][CH2:12]3)=[CH:10][C:4]=2[O:3]1. The yield is 0.820. (2) The reactants are [N:1]1[CH:6]=[CH:5][CH:4]=[C:3]([OH:7])[CH:2]=1.[H-].[Na+].Cl[CH2:11][O:12][CH3:13]. The catalyst is CN(C=O)C. The product is [CH3:11][O:12][CH2:13][O:7][C:3]1[CH:2]=[N:1][CH:6]=[CH:5][CH:4]=1. The yield is 0.270. (3) The reactants are [NH2:1][CH2:2][CH2:3][O:4][CH2:5][CH2:6][NH:7][C:8]1[N:9]=[N+:10]([O-:18])[C:11]2[CH:17]=[CH:16][CH:15]=[CH:14][C:12]=2[N:13]=1.[N-]1C=CN=C1.[CH:24]1[C:37]2[C:28](=[N:29][C:30]3[C:35]([CH:36]=2)=[CH:34][CH:33]=[CH:32][CH:31]=3)[C:27]([C:38](O)=[O:39])=[CH:26][CH:25]=1. The catalyst is C(Cl)Cl.C1COCC1. The product is [O-:18][N+:10]1[C:11]2[CH:17]=[CH:16][CH:15]=[CH:14][C:12]=2[N:13]=[C:8]([NH:7][CH2:6][CH2:5][O:4][CH2:3][CH2:2][NH:1][C:38]([C:27]2[C:28]3[C:37](=[CH:36][C:35]4[C:30]([N:29]=3)=[CH:31][CH:32]=[CH:33][CH:34]=4)[CH:24]=[CH:25][CH:26]=2)=[O:39])[N:9]=1. The yield is 0.660. (4) The reactants are [CH2:1]([OH:4])[C:2]#[CH:3].[CH2:5]([O:12][C:13](=[O:21])[N:14]([CH2:18][C:19]#[CH:20])[CH2:15][C:16]#[CH:17])[C:6]1[CH:11]=[CH:10][CH:9]=[CH:8][CH:7]=1.C(Cl)Cl. The catalyst is C1(C)C=CC=CC=1. The product is [CH2:5]([O:12][C:13]([N:14]1[CH2:18][C:19]2[C:16](=[CH:17][CH:3]=[C:2]([CH2:1][OH:4])[CH:20]=2)[CH2:15]1)=[O:21])[C:6]1[CH:11]=[CH:10][CH:9]=[CH:8][CH:7]=1. The yield is 1.13. (5) The reactants are [CH3:1][NH:2][C:3]1[N:8]=[C:7]([CH2:9][CH2:10][OH:11])[CH:6]=[CH:5][CH:4]=1.[CH2:12]([O:14][C:15](=[O:31])[CH2:16][CH:17]([N:21]1[C:29]2[C:24](=[CH:25][C:26](O)=[CH:27][CH:28]=2)[CH:23]=[CH:22]1)[CH2:18][CH2:19][CH3:20])[CH3:13]. No catalyst specified. The product is [CH2:12]([O:14][C:15](=[O:31])[CH2:16][CH:17]([N:21]1[C:29]2[C:24](=[CH:25][C:26]([O:11][CH2:10][CH2:9][C:7]3[CH:6]=[CH:5][CH:4]=[C:3]([NH:2][CH3:1])[N:8]=3)=[CH:27][CH:28]=2)[CH:23]=[CH:22]1)[CH2:18][CH2:19][CH3:20])[CH3:13]. The yield is 0.250. (6) The catalyst is C(Cl)Cl.CN(C=O)C. The reactants are [Cl:1][C:2]1[CH:3]=[C:4]2[C:9](=[CH:10][C:11]=1[O:12][C:13]1[CH:21]=[CH:20][C:16]([C:17](O)=[O:18])=[CH:15][CH:14]=1)[O:8][CH2:7][CH2:6][CH:5]2[C:22]([O:24][CH2:25][CH3:26])=[O:23].[Cl:27][C:28]1[CH:29]=[C:30]([CH:33]=[CH:34][C:35]=1[Cl:36])[CH2:31][NH2:32].Cl.CN(C)CCCN=C=NCC.ON1C2N=CC=CC=2N=N1. The product is [Cl:1][C:2]1[CH:3]=[C:4]2[C:9](=[CH:10][C:11]=1[O:12][C:13]1[CH:21]=[CH:20][C:16]([C:17](=[O:18])[NH:32][CH2:31][C:30]3[CH:33]=[CH:34][C:35]([Cl:36])=[C:28]([Cl:27])[CH:29]=3)=[CH:15][CH:14]=1)[O:8][CH2:7][CH2:6][CH:5]2[C:22]([O:24][CH2:25][CH3:26])=[O:23]. The yield is 0.944. (7) The reactants are [C:1]([O:6]CC)(=[O:5])C(C)=O.[CH2:9](O)[CH2:10]O.B(F)(F)F.[C:17]([OH:20])(=[O:19])[CH3:18]. The catalyst is ClCCl. The product is [CH3:18][C:17]1([C:1]([OH:6])=[O:5])[O:20][CH2:10][CH2:9][O:19]1. The yield is 0.380. (8) The reactants are C(O[C:4](=[O:22])[CH2:5][C:6]1[NH:10][C:9]2[CH:11]=[C:12]([N:15]3[CH2:20][CH2:19][N:18]([CH3:21])[CH2:17][CH2:16]3)[CH:13]=[CH:14][C:8]=2[N:7]=1)C.[NH2:23][C:24]1[CH:31]=[CH:30][CH:29]=[C:28]([F:32])[C:25]=1[C:26]#[N:27].C[Si]([N-][Si](C)(C)C)(C)C.[K+].[K]. The catalyst is C1COCC1. The product is [NH2:27][C:26]1[C:25]2[C:24](=[CH:31][CH:30]=[CH:29][C:28]=2[F:32])[NH:23][C:4](=[O:22])[C:5]=1[C:6]1[NH:10][C:9]2[CH:11]=[C:12]([N:15]3[CH2:16][CH2:17][N:18]([CH3:21])[CH2:19][CH2:20]3)[CH:13]=[CH:14][C:8]=2[N:7]=1. The yield is 0.479. (9) The reactants are Br[C:2]1[N:3]=[C:4]2[CH:10]=[CH:9][N:8]([S:11]([C:14]3[CH:20]=[CH:19][C:17]([CH3:18])=[CH:16][CH:15]=3)(=[O:13])=[O:12])[C:5]2=[N:6][CH:7]=1.[CH:21](/B(O)O)=[CH:22]\[C:23]1[CH:28]=[CH:27][CH:26]=[CH:25][CH:24]=1.C([O-])([O-])=O.[Na+].[Na+].O. The catalyst is C1COCC1.C1C=CC(P(C2C=CC=CC=2)[C-]2C=CC=C2)=CC=1.C1C=CC(P(C2C=CC=CC=2)[C-]2C=CC=C2)=CC=1.Cl[Pd]Cl.[Fe+2].C(Cl)Cl. The product is [CH:21](/[C:2]1[N:3]=[C:4]2[CH:10]=[CH:9][N:8]([S:11]([C:14]3[CH:20]=[CH:19][C:17]([CH3:18])=[CH:16][CH:15]=3)(=[O:13])=[O:12])[C:5]2=[N:6][CH:7]=1)=[CH:22]\[C:23]1[CH:28]=[CH:27][CH:26]=[CH:25][CH:24]=1. The yield is 0.910.